Dataset: Forward reaction prediction with 1.9M reactions from USPTO patents (1976-2016). Task: Predict the product of the given reaction. The product is: [CH:1]1([CH2:4][O:5][C:6]2[CH:11]=[C:10]([O:12][CH3:13])[C:9]([F:14])=[CH:8][C:7]=2[C:15]2[C:16]3[N:23]([CH2:24][O:25][CH2:26][CH2:27][Si:28]([CH3:29])([CH3:31])[CH3:30])[C:22]([CH3:32])=[C:21]([C:33]([NH:36][C@@H:37]4[CH2:42][CH2:41][C@H:40]([NH:43][C:44](=[O:50])[O:45][C:46]([CH3:48])([CH3:47])[CH3:49])[CH2:39][CH2:38]4)=[O:34])[C:17]=3[N:18]=[CH:19][N:20]=2)[CH2:3][CH2:2]1. Given the reactants [CH:1]1([CH2:4][O:5][C:6]2[CH:11]=[C:10]([O:12][CH3:13])[C:9]([F:14])=[CH:8][C:7]=2[C:15]2[C:16]3[N:23]([CH2:24][O:25][CH2:26][CH2:27][Si:28]([CH3:31])([CH3:30])[CH3:29])[C:22]([CH3:32])=[C:21]([C:33](O)=[O:34])[C:17]=3[N:18]=[CH:19][N:20]=2)[CH2:3][CH2:2]1.[NH2:36][C@@H:37]1[CH2:42][CH2:41][C@H:40]([NH:43][C:44](=[O:50])[O:45][C:46]([CH3:49])([CH3:48])[CH3:47])[CH2:39][CH2:38]1, predict the reaction product.